Dataset: Forward reaction prediction with 1.9M reactions from USPTO patents (1976-2016). Task: Predict the product of the given reaction. (1) Given the reactants [Cl:1][C:2]1[N:7]=[N:6][C:5]([CH3:8])=[C:4]([CH2:9][CH2:10][CH3:11])[CH:3]=1.C1C=C(Cl)C=C(C(OO)=[O:20])C=1.C([O-])([O-])=O.[K+].[K+], predict the reaction product. The product is: [Cl:1][C:2]1[N:7]=[N+:6]([O-:20])[C:5]([CH3:8])=[C:4]([CH2:9][CH2:10][CH3:11])[CH:3]=1. (2) Given the reactants Cl[C:2]1[CH:7]=[CH:6][N:5]=[C:4]([N:8]2[CH2:13][CH2:12][C:11]([CH3:20])([C:14]3[CH:19]=[CH:18][CH:17]=[CH:16][CH:15]=3)[O:10][C:9]2=[O:21])[N:3]=1.[F:22][C:23]1[CH:28]=[CH:27][C:26](B(O)O)=[CH:25][CH:24]=1, predict the reaction product. The product is: [F:22][C:23]1[CH:28]=[CH:27][C:26]([C:2]2[CH:7]=[CH:6][N:5]=[C:4]([N:8]3[CH2:13][CH2:12][C:11]([CH3:20])([C:14]4[CH:19]=[CH:18][CH:17]=[CH:16][CH:15]=4)[O:10][C:9]3=[O:21])[N:3]=2)=[CH:25][CH:24]=1. (3) The product is: [CH3:13][C:4]1[CH:5]=[CH:6][C:7]2[C:12](=[CH:11][CH:10]=[CH:9][CH:8]=2)[C:3]=1[CH2:2][C:14]#[N:15]. Given the reactants Cl[CH2:2][C:3]1[C:12]2[C:7](=[CH:8][CH:9]=[CH:10][CH:11]=2)[CH:6]=[CH:5][C:4]=1[CH3:13].[C-:14]#[N:15].[K+].CCO, predict the reaction product. (4) Given the reactants [N+:1]([C:4]1[C:5](O)=[N:6][CH:7]=[CH:8][C:9]=1[OH:10])([O-:3])=[O:2].O=P(Cl)(Cl)[Cl:14], predict the reaction product. The product is: [Cl:14][C:5]1[C:4]([N+:1]([O-:3])=[O:2])=[C:9]([OH:10])[CH:8]=[CH:7][N:6]=1. (5) Given the reactants F[C:2]1[C:10]([F:11])=[C:9](F)[C:8]([N+:13]([O-:15])=[O:14])=[CH:7][C:3]=1[C:4](O)=O.[OH-:16].[NH4+:17].[OH2:18].C(O)(=O)C.C[N:24]1CCCC1=O, predict the reaction product. The product is: [NH2:17][C:2]1[C:10]([F:11])=[C:9]([NH2:24])[C:8]([N+:13]([O-:15])=[O:14])=[CH:7][C:3]=1[C:4]([OH:18])=[O:16]. (6) Given the reactants [CH3:1][C:2]([O:5][C@H:6]([CH3:32])[C@@H:7]([C:28]([O:30][CH3:31])=[O:29])[NH:8][C:9]([C:11]1[CH:16]=[CH:15][C:14]([C:17]2[CH:18]=[N:19][C:20]([O:23][CH3:24])=[CH:21][CH:22]=2)=[CH:13][C:12]=1[N+:25]([O-])=O)=[O:10])([CH3:4])[CH3:3], predict the reaction product. The product is: [NH2:25][C:12]1[CH:13]=[C:14]([C:17]2[CH:18]=[N:19][C:20]([O:23][CH3:24])=[CH:21][CH:22]=2)[CH:15]=[CH:16][C:11]=1[C:9]([NH:8][C@H:7]([C:28]([O:30][CH3:31])=[O:29])[C@@H:6]([CH3:32])[O:5][C:2]([CH3:3])([CH3:4])[CH3:1])=[O:10]. (7) Given the reactants [CH3:1][C@@H:2]1[CH2:7][CH2:6][NH:5][C@@H:4]([C:8]([OH:10])=[O:9])[CH2:3]1.[C:11](O[C:11]([O:13][C:14]([CH3:17])([CH3:16])[CH3:15])=[O:12])([O:13][C:14]([CH3:17])([CH3:16])[CH3:15])=[O:12].[CH2:26](O)[CH:27]=[CH2:28].C1(N=C=NC2CCCCC2)CCCCC1, predict the reaction product. The product is: [C:14]([O:13][C:11]([N:5]1[CH2:6][CH2:7][C@@H:2]([CH3:1])[CH2:3][C@@H:4]1[C:8]([O:10][CH2:28][CH:27]=[CH2:26])=[O:9])=[O:12])([CH3:17])([CH3:16])[CH3:15].